Task: Predict the reactants needed to synthesize the given product.. Dataset: Full USPTO retrosynthesis dataset with 1.9M reactions from patents (1976-2016) (1) Given the product [F:11][C:9]([F:12])([F:10])[C:6]1[CH:7]=[CH:8][C:3]([NH:1][NH:2][C:18]([O:17][C:14]([CH3:16])([CH3:15])[CH3:13])=[O:19])=[N:4][CH:5]=1, predict the reactants needed to synthesize it. The reactants are: [NH:1]([C:3]1[CH:8]=[CH:7][C:6]([C:9]([F:12])([F:11])[F:10])=[CH:5][N:4]=1)[NH2:2].[CH3:13][C:14]([O:17][C:18](O[C:18]([O:17][C:14]([CH3:16])([CH3:15])[CH3:13])=[O:19])=[O:19])([CH3:16])[CH3:15].C([O-])([O-])=O.[Na+].[Na+].C(#N)C. (2) Given the product [Cl:1][C:2]1[CH:28]=[CH:27][C:5]([CH2:6][N:7]2[C:15](=[O:16])[C:14]3[N:13]([C:17]4[CH:18]=[CH:19][C:20]([F:23])=[CH:21][CH:22]=4)[C:12]([O:24][CH3:25])=[N:11][C:10]=3[N:9]([CH2:36][CH3:37])[C:8]2=[O:26])=[CH:4][CH:3]=1, predict the reactants needed to synthesize it. The reactants are: [Cl:1][C:2]1[CH:28]=[CH:27][C:5]([CH2:6][N:7]2[C:15](=[O:16])[C:14]3[N:13]([C:17]4[CH:22]=[CH:21][C:20]([F:23])=[CH:19][CH:18]=4)[C:12]([O:24][CH3:25])=[N:11][C:10]=3[NH:9][C:8]2=[O:26])=[CH:4][CH:3]=1.C([O-])([O-])=O.[Cs+].[Cs+].I[CH2:36][CH3:37].C(OCC)(=O)C.